Dataset: Reaction yield outcomes from USPTO patents with 853,638 reactions. Task: Predict the reaction yield, written as a fraction of the theoretical maximum amount of product (1.0 means a 100% yield; for example, 0.34 means a 34% yield). (1) The reactants are [C:1]([C:5]1[NH:6][C:7]2[C:12]([CH:13]=1)=[CH:11][C:10]([N+:14]([O-])=O)=[CH:9][C:8]=2[F:17])([CH3:4])([CH3:3])[CH3:2]. The catalyst is CO.[Ni]. The product is [C:1]([C:5]1[NH:6][C:7]2[C:12]([CH:13]=1)=[CH:11][C:10]([NH2:14])=[CH:9][C:8]=2[F:17])([CH3:4])([CH3:2])[CH3:3]. The yield is 0.240. (2) The reactants are [CH2:1](O)[CH2:2][CH2:3][CH2:4][CH2:5][CH2:6][CH2:7][CH2:8][CH2:9][CH2:10][CH2:11][CH2:12][CH2:13][CH2:14][CH2:15][CH2:16][CH2:17][CH3:18].C1C=CC(P(C2C=CC=CC=2)C2C=CC=CC=2)=CC=1.C(Br)(Br)(Br)[Br:40]. The catalyst is C(Cl)Cl. The product is [Br:40][CH2:1][CH2:2][CH2:3][CH2:4][CH2:5][CH2:6][CH2:7][CH2:8][CH2:9][CH2:10][CH2:11][CH2:12][CH2:13][CH2:14][CH2:15][CH2:16][CH2:17][CH3:18]. The yield is 0.960. (3) The reactants are [OH:1][C:2]1[C:9]([OH:10])=[CH:8][CH:7]=[CH:6][C:3]=1[CH:4]=[O:5].Br[CH2:12][CH2:13]Br.C(=O)([O-])[O-].[Cs+].[Cs+].[BH4-].[Na+]. The yield is 0.270. The product is [O:10]1[C:9]2[CH:8]=[CH:7][CH:6]=[C:3]([CH2:4][OH:5])[C:2]=2[O:1][CH2:13][CH2:12]1. The catalyst is CN(C)C=O.C(O)C. (4) The reactants are [CH3:1][C@H:2]1[C@@:11]2([CH3:27])[C@H:12]([O:22][C:23]([CH2:25][OH:26])=[O:24])[CH2:13][C@:14]([CH:20]=[CH2:21])([CH3:19])[C@@H:15]([OH:18])[C@H:16]([CH3:17])[C@:5]3([C@@H:10]2[C:8](=[O:9])[CH2:7][CH2:6]3)[CH2:4][CH2:3]1.C(N(CC)CC)C.[CH3:35][S:36](Cl)(=[O:38])=[O:37].O. The catalyst is ClCCl. The product is [CH3:1][C@H:2]1[C@:11]2([CH3:27])[C@@H:12]([O:22][C:23]([CH2:25][O:26][S:36]([CH3:35])(=[O:38])=[O:37])=[O:24])[CH2:13][C@@:14]([CH:20]=[CH2:21])([CH3:19])[C@H:15]([OH:18])[C@@H:16]([CH3:17])[C@@:5]3([C@@H:10]2[C:8](=[O:9])[CH2:7][CH2:6]3)[CH2:4][CH2:3]1. The yield is 0.956. (5) The reactants are [F:1][C:2]([F:21])([F:20])[C:3]1[CH:4]=[C:5]([C@@H:9]([NH:11][C:12]([C:14]2[CH:15]=[N:16][NH:17][C:18]=2[CH3:19])=[O:13])[CH3:10])[CH:6]=[CH:7][CH:8]=1.[Cl:22][C:23]1[CH:24]=[CH:25][C:26](I)=[N:27][CH:28]=1.C(=O)([O-])[O-].[K+].[K+].CN[C@@H]1CCCC[C@H]1NC. The catalyst is [Cl-].[NH4+].[Cu]I.CN(C=O)C. The product is [F:21][C:2]([F:1])([F:20])[C:3]1[CH:4]=[C:5]([C@@H:9]([NH:11][C:12]([C:14]2[CH:15]=[N:16][N:17]([C:26]3[CH:25]=[CH:24][C:23]([Cl:22])=[CH:28][N:27]=3)[C:18]=2[CH3:19])=[O:13])[CH3:10])[CH:6]=[CH:7][CH:8]=1. The yield is 0.400. (6) The catalyst is O1CCOCC1. The reactants are C(OC([N:8]1[CH2:13][CH2:12][CH:11]([N:14]([C:16]2[CH:21]=[CH:20][CH:19]=[CH:18][C:17]=2[Br:22])[CH3:15])[CH2:10][CH2:9]1)=O)(C)(C)C.Cl. The product is [Br:22][C:17]1[CH:18]=[CH:19][CH:20]=[CH:21][C:16]=1[N:14]([CH3:15])[CH:11]1[CH2:12][CH2:13][NH:8][CH2:9][CH2:10]1. The yield is 0.950.